Dataset: Full USPTO retrosynthesis dataset with 1.9M reactions from patents (1976-2016). Task: Predict the reactants needed to synthesize the given product. (1) Given the product [Br:1][C:2]1[CH:3]=[C:4]2[C:9](=[C:10]([CH2:12][N:13]([CH:14]3[CH2:15][CH2:16]3)[CH:21]=[O:22])[CH:11]=1)[O:8][C:7]([CH3:18])([CH3:17])[CH2:6][C:5]2([CH3:20])[CH3:19], predict the reactants needed to synthesize it. The reactants are: [Br:1][C:2]1[CH:3]=[C:4]2[C:9](=[C:10]([CH2:12][NH:13][CH:14]3[CH2:16][CH2:15]3)[CH:11]=1)[O:8][C:7]([CH3:18])([CH3:17])[CH2:6][C:5]2([CH3:20])[CH3:19].[CH:21](OCC)=[O:22]. (2) Given the product [CH3:8][CH:18]([O:28][C:9]([NH:11][C@@H:8]([C:18]1[CH:23]=[CH:22][C:21]([O:24][CH3:25])=[C:20]([I:26])[CH:19]=1)[C:9]([NH:11][C@@H:12]([CH3:17])[C:13]([OH:15])=[O:14])=[O:10])=[O:10])[CH2:19][CH3:20], predict the reactants needed to synthesize it. The reactants are: C(OC([C@@H:8]([C:18]1[CH:23]=[CH:22][C:21]([O:24][CH3:25])=[C:20]([I:26])[CH:19]=1)[C:9]([NH:11][C@@H:12]([CH3:17])[C:13]([O:15]C)=[O:14])=[O:10])=O)(C)(C)C.[Li+].[OH-:28]. (3) Given the product [CH3:30][C:3]1[C:2]([NH:1][C:36](=[O:37])[C:35]2[CH:39]=[CH:40][C:32]([CH3:31])=[CH:33][CH:34]=2)=[CH:7][CH:6]=[CH:5][C:4]=1[C:8]1[C:20]2[C:19]3[C:14](=[CH:15][CH:16]=[C:17]([N:21]4[CH2:22][CH2:23][O:24][CH2:25][CH2:26]4)[CH:18]=3)[NH:13][C:12]=2[C:11]([C:27]([NH2:29])=[O:28])=[N:10][CH:9]=1, predict the reactants needed to synthesize it. The reactants are: [NH2:1][C:2]1[C:3]([CH3:30])=[C:4]([C:8]2[C:20]3[C:19]4[C:14](=[CH:15][CH:16]=[C:17]([N:21]5[CH2:26][CH2:25][O:24][CH2:23][CH2:22]5)[CH:18]=4)[NH:13][C:12]=3[C:11]([C:27]([NH2:29])=[O:28])=[N:10][CH:9]=2)[CH:5]=[CH:6][CH:7]=1.[CH3:31][C:32]1[CH:40]=[CH:39][C:35]([C:36](Cl)=[O:37])=[CH:34][CH:33]=1.N1C=CC=CC=1. (4) Given the product [NH2:35][C:33]1[N:32]=[CH:31][N:30]=[C:29]2[N:28]([C@H:36]3[CH2:41][CH2:40][C@H:39]([N:42]4[CH2:43][CH2:44][N:45]([CH3:48])[CH2:46][CH2:47]4)[CH2:38][CH2:37]3)[N:27]=[C:26]([C:23]3[CH:24]=[CH:25][C:20]([NH:19][C:10]([C:2]4[NH:1][C:9]5[C:4]([CH:3]=4)=[CH:5][CH:6]=[CH:7][CH:8]=5)=[O:12])=[C:21]([O:49][CH3:50])[CH:22]=3)[C:34]=12, predict the reactants needed to synthesize it. The reactants are: [NH:1]1[C:9]2[C:4](=[CH:5][CH:6]=[CH:7][CH:8]=2)[CH:3]=[C:2]1[C:10]([OH:12])=O.C(Cl)(=O)C(Cl)=O.[NH2:19][C:20]1[CH:25]=[CH:24][C:23]([C:26]2[C:34]3[C:29](=[N:30][CH:31]=[N:32][C:33]=3[NH2:35])[N:28]([C@H:36]3[CH2:41][CH2:40][C@H:39]([N:42]4[CH2:47][CH2:46][N:45]([CH3:48])[CH2:44][CH2:43]4)[CH2:38][CH2:37]3)[N:27]=2)=[CH:22][C:21]=1[O:49][CH3:50]. (5) Given the product [CH3:12][C:7]1[S:6][C:5]2[NH:4][C:3]3[CH:13]=[CH:14][CH:15]=[CH:16][C:2]=3[N:1]=[C:10]([N:11]3[CH2:28][CH2:29][N:24]([CH3:23])[CH2:25][CH2:26]3)[C:9]=2[CH:8]=1, predict the reactants needed to synthesize it. The reactants are: [NH2:1][C:2]1[CH:16]=[CH:15][CH:14]=[CH:13][C:3]=1[NH:4][C:5]1[S:6][C:7]([CH3:12])=[CH:8][C:9]=1[C:10]#[N:11].Cl.CC(C)=O.C.[CH3:23][N:24]1[CH2:29][CH2:28]N[CH2:26][CH2:25]1. (6) Given the product [CH2:29]([CH:32]1[C:41]2[C:36](=[CH:37][CH:38]=[C:39]([C:15]3[N:10]4[N:9]=[C:8]([C:4]5[CH:5]=[CH:6][CH:7]=[C:2]([Br:1])[CH:3]=5)[CH:28]=[C:11]4[N:12]=[C:13]([CH3:27])[C:14]=3[C@H:17]([O:22][C:23]([CH3:26])([CH3:25])[CH3:24])[C:18]([O:20][CH3:21])=[O:19])[CH:40]=2)[O:35][CH2:34][CH2:33]1)[CH:30]=[CH2:31], predict the reactants needed to synthesize it. The reactants are: [Br:1][C:2]1[CH:3]=[C:4]([C:8]2[CH:28]=[C:11]3[N:12]=[C:13]([CH3:27])[C:14]([C@H:17]([O:22][C:23]([CH3:26])([CH3:25])[CH3:24])[C:18]([O:20][CH3:21])=[O:19])=[C:15](I)[N:10]3[N:9]=2)[CH:5]=[CH:6][CH:7]=1.[CH2:29]([CH:32]1[C:41]2[C:36](=[CH:37][CH:38]=[C:39](B3OC(C)(C)C(C)(C)O3)[CH:40]=2)[O:35][CH2:34][CH2:33]1)[CH:30]=[CH2:31].C([O-])([O-])=O.[Na+].[Na+].N#N. (7) Given the product [F:1][C:2]1[CH:3]=[CH:4][C:5]([CH:8]([OH:25])[CH2:9][O:10][C:11]2[CH:24]=[CH:23][C:14]([CH2:15][CH:16]3[S:20][C:19](=[O:21])[NH:18][C:17]3=[O:22])=[CH:13][CH:12]=2)=[CH:6][CH:7]=1, predict the reactants needed to synthesize it. The reactants are: [F:1][C:2]1[CH:7]=[CH:6][C:5]([CH:8]([OH:25])[CH2:9][O:10][C:11]2[CH:24]=[CH:23][C:14]([CH:15]=[C:16]3[S:20][C:19](=[O:21])[NH:18][C:17]3=[O:22])=[CH:13][CH:12]=2)=[CH:4][CH:3]=1.[OH-].[Na+].[BH4-].[Na+].CC(O)=O.